This data is from Catalyst prediction with 721,799 reactions and 888 catalyst types from USPTO. The task is: Predict which catalyst facilitates the given reaction. Reactant: [NH2:1][C:2]1[CH:6]=[CH:5][N:4]([CH2:7][C:8]([CH3:11])([OH:10])[CH3:9])[N:3]=1.N1C(C)=CC=CC=1C.[CH:20]1([CH2:25][C@H:26]([C:30]2[CH:35]=[CH:34][C:33]([Cl:36])=[C:32]([Cl:37])[CH:31]=2)[C:27](Cl)=[O:28])[CH2:24][CH2:23][CH2:22][CH2:21]1. Product: [CH:20]1([CH2:25][C@H:26]([C:30]2[CH:35]=[CH:34][C:33]([Cl:36])=[C:32]([Cl:37])[CH:31]=2)[C:27]([NH:1][C:2]2[CH:6]=[CH:5][N:4]([CH2:7][C:8]([OH:10])([CH3:11])[CH3:9])[N:3]=2)=[O:28])[CH2:24][CH2:23][CH2:22][CH2:21]1. The catalyst class is: 2.